Dataset: Forward reaction prediction with 1.9M reactions from USPTO patents (1976-2016). Task: Predict the product of the given reaction. (1) Given the reactants [C:1]([N:8]1[CH2:13][CH2:12][O:11][CH2:10][CH:9]1[CH2:14][C:15]([OH:17])=O)([O:3][C:4]([CH3:7])([CH3:6])[CH3:5])=[O:2].[CH2:18]([N:25]1[CH2:31][CH2:30][CH2:29][NH:28][CH2:27][CH2:26]1)[C:19]1[CH:24]=[CH:23][CH:22]=[CH:21][CH:20]=1.CCN(C(C)C)C(C)C.CN(C(ON1N=NC2C=CC=CC1=2)=[N+](C)C)C.F[P-](F)(F)(F)(F)F, predict the reaction product. The product is: [CH2:18]([N:25]1[CH2:31][CH2:30][CH2:29][N:28]([C:15](=[O:17])[CH2:14][CH:9]2[CH2:10][O:11][CH2:12][CH2:13][N:8]2[C:1]([O:3][C:4]([CH3:5])([CH3:6])[CH3:7])=[O:2])[CH2:27][CH2:26]1)[C:19]1[CH:20]=[CH:21][CH:22]=[CH:23][CH:24]=1. (2) Given the reactants [CH2:1]([C@:3]1([OH:28])[C:25]2[CH:24]=[C:23]3[N:10]([CH2:11][C:12]4[C:13]3=[N:14][C:15]3[CH:16]=[C:17]([F:22])[CH:18]=[CH:19][C:20]=3[CH:21]=4)[C:9](=[O:26])[C:8]=2[CH2:7][O:6][C:5](=[O:27])[CH2:4]1)[CH3:2].[CH3:29][CH:30]([CH3:35])[CH2:31][CH2:32]C=O, predict the reaction product. The product is: [CH2:1]([C@:3]1([OH:28])[C:25]2[CH:24]=[C:23]3[N:10]([CH2:11][C:12]4[C:13]3=[N:14][C:15]3[CH:16]=[C:17]([F:22])[CH:18]=[CH:19][C:20]=3[C:21]=4[CH2:32][CH2:31][CH:30]([CH3:35])[CH3:29])[C:9](=[O:26])[C:8]=2[CH2:7][O:6][C:5](=[O:27])[CH2:4]1)[CH3:2]. (3) Given the reactants [Cl:1][C:2]1[CH:3]=[CH:4][C:5]([CH2:8][CH2:9][N:10]2[CH2:15][CH2:14][N:13]([C:16]3[CH:21]=[CH:20][C:19]4[C:22]5[CH2:23][NH:24][CH2:25][CH2:26][CH2:27][C:28]=5[O:29][C:18]=4[CH:17]=3)[C:12](=[O:30])[CH2:11]2)=[N:6][CH:7]=1.Cl.CCOCC, predict the reaction product. The product is: [ClH:1].[Cl:1][C:2]1[CH:3]=[CH:4][C:5]([CH2:8][CH2:9][N:10]2[CH2:15][CH2:14][N:13]([C:16]3[CH:21]=[CH:20][C:19]4[C:22]5[CH2:23][NH:24][CH2:25][CH2:26][CH2:27][C:28]=5[O:29][C:18]=4[CH:17]=3)[C:12](=[O:30])[CH2:11]2)=[N:6][CH:7]=1. (4) Given the reactants Cl.[NH2:2][CH:3]([CH2:6][OH:7])[CH2:4][OH:5].Cl[Si:9]([CH:16]([CH3:18])[CH3:17])([CH:13]([CH3:15])[CH3:14])[CH:10]([CH3:12])[CH3:11].N1[CH:24]=[CH:23][CH:22]=CC=1, predict the reaction product. The product is: [CH3:11][CH:10]([Si:9]([CH:16]([CH3:18])[CH3:17])([CH:13]([CH3:15])[CH3:14])[O:5][CH2:4][CH:3]([NH2:2])[CH2:6][O:7][Si:9]([CH:23]([CH3:22])[CH3:24])([CH:13]([CH3:15])[CH3:14])[CH:10]([CH3:12])[CH3:11])[CH3:12]. (5) Given the reactants Cl[C:2]1[N:3]=[C:4]([N:16]2[CH2:21][CH2:20][O:19][CH2:18][CH2:17]2)[C:5]2[CH2:10][N:9]([C:11]([O:13][CH2:14][CH3:15])=[O:12])[CH2:8][C:6]=2[N:7]=1.[CH:22]1([NH:25][C:26]([NH:28][C:29]2[CH:34]=[CH:33][C:32](B3OC(C)(C)C(C)(C)O3)=[C:31]([F:44])[CH:30]=2)=[O:27])[CH2:24][CH2:23]1.ClCCl.C(=O)([O-])[O-].[Na+].[Na+], predict the reaction product. The product is: [CH:22]1([NH:25][C:26](=[O:27])[NH:28][C:29]2[CH:34]=[CH:33][C:32]([C:2]3[N:3]=[C:4]([N:16]4[CH2:21][CH2:20][O:19][CH2:18][CH2:17]4)[C:5]4[CH2:10][N:9]([C:11]([O:13][CH2:14][CH3:15])=[O:12])[CH2:8][C:6]=4[N:7]=3)=[C:31]([F:44])[CH:30]=2)[CH2:23][CH2:24]1. (6) Given the reactants [Br:1][C:2]1[CH:3]=[C:4]([N+:9]([O-:11])=[O:10])[C:5](=[O:8])[NH:6][CH:7]=1.[CH3:12]N(C=O)C.C(=O)([O-])[O-].[K+].[K+].CI, predict the reaction product. The product is: [Br:1][C:2]1[CH:3]=[C:4]([N+:9]([O-:11])=[O:10])[C:5](=[O:8])[N:6]([CH3:12])[CH:7]=1. (7) The product is: [Cl:21][C:22]1[N:31]=[C:30]([NH:1][CH2:2][C:3]2([NH:6][C:7](=[O:13])[O:8][C:9]([CH3:10])([CH3:12])[CH3:11])[CH2:4][CH2:5]2)[C:29]2[C:24](=[CH:25][CH:26]=[C:27]([CH3:33])[CH:28]=2)[N:23]=1. Given the reactants [NH2:1][CH2:2][C:3]1([NH:6][C:7](=[O:13])[O:8][C:9]([CH3:12])([CH3:11])[CH3:10])[CH2:5][CH2:4]1.C(N(CC)CC)C.[Cl:21][C:22]1[N:31]=[C:30](Cl)[C:29]2[C:24](=[CH:25][CH:26]=[C:27]([CH3:33])[CH:28]=2)[N:23]=1, predict the reaction product. (8) Given the reactants [O:1]1[C:5]2([CH2:10][CH2:9][C:8](=O)[CH2:7][CH2:6]2)[O:4][CH2:3][CH2:2]1.N1[C:16]2[CH:17]=[CH:18][CH:19]=[CH:20][C:15]=2N=N1.[NH:21]1[CH2:25][CH2:24][CH2:23][CH2:22]1.O, predict the reaction product. The product is: [C:15]1([C:8]2([N:21]3[CH2:25][CH2:24][CH2:23][CH2:22]3)[CH2:9][CH2:10][C:5]3([O:4][CH2:3][CH2:2][O:1]3)[CH2:6][CH2:7]2)[CH:20]=[CH:19][CH:18]=[CH:17][CH:16]=1.